From a dataset of Forward reaction prediction with 1.9M reactions from USPTO patents (1976-2016). Predict the product of the given reaction. (1) Given the reactants [CH:1](OCC)(OCC)OCC.[CH3:11][NH:12][C:13]([C:15]1[C:20]([NH2:21])=[N:19][CH:18]=[C:17]([Br:22])[N:16]=1)=[O:14], predict the reaction product. The product is: [Br:22][C:17]1[N:16]=[C:15]2[C:20](=[N:19][CH:18]=1)[N:21]=[CH:11][N:12]([CH3:1])[C:13]2=[O:14]. (2) Given the reactants [Cl-].[Ca+2].[Cl-].[BH4-].[Na+].[OH:6][C@@:7]([C:29]1[CH:38]=[CH:37][C:36]2[C:31](=[CH:32][CH:33]=[C:34]([C:39]([NH:41][CH3:42])=[O:40])[CH:35]=2)[CH:30]=1)([C:14]1[N:15]=[CH:16][N:17]([S:19]([C:22]2[CH:28]=[CH:27][C:25]([CH3:26])=[CH:24][CH:23]=2)(=[O:21])=[O:20])[CH:18]=1)[CH2:8][C:9](OCC)=[O:10].Cl.[OH-].[Na+], predict the reaction product. The product is: [OH:6][C@@:7]([C:29]1[CH:30]=[C:31]2[C:36](=[CH:37][CH:38]=1)[CH:35]=[C:34]([C:39]([NH:41][CH3:42])=[O:40])[CH:33]=[CH:32]2)([C:14]1[N:15]=[CH:16][N:17]([S:19]([C:22]2[CH:23]=[CH:24][C:25]([CH3:26])=[CH:27][CH:28]=2)(=[O:21])=[O:20])[CH:18]=1)[CH2:8][CH2:9][OH:10]. (3) Given the reactants I[C:2]1[CH:8]=[CH:7][C:5]([NH2:6])=[CH:4][CH:3]=1.[Cl:9][C:10]1[CH:15]=[CH:14][C:13](B(O)O)=[C:12]([CH3:19])[CH:11]=1.C([O-])([O-])=O.[K+].[K+].O, predict the reaction product. The product is: [Cl:9][C:10]1[CH:15]=[CH:14][C:13]([C:2]2[CH:8]=[CH:7][C:5]([NH2:6])=[CH:4][CH:3]=2)=[C:12]([CH3:19])[CH:11]=1. (4) Given the reactants [Br:1][C:2]1[CH:3]=[C:4]([S:8](Cl)(=[O:10])=[O:9])[CH:5]=[N:6][CH:7]=1.[NH2:12][CH:13]1[CH2:18][CH2:17][N:16]([C:19]([O:21][C:22]([CH3:25])([CH3:24])[CH3:23])=[O:20])[CH2:15][CH2:14]1.C(N(CC)C(C)C)(C)C, predict the reaction product. The product is: [Br:1][C:2]1[CH:3]=[C:4]([S:8]([NH:12][CH:13]2[CH2:14][CH2:15][N:16]([C:19]([O:21][C:22]([CH3:25])([CH3:24])[CH3:23])=[O:20])[CH2:17][CH2:18]2)(=[O:10])=[O:9])[CH:5]=[N:6][CH:7]=1. (5) Given the reactants [Cl:1][C:2]1[CH:10]=[C:9]([O:11][C@H:12]2[CH2:17][CH2:16][C@@H:15]([C:18]([O:20][CH2:21][CH3:22])=[O:19])[CH2:14][CH2:13]2)[CH:8]=[CH:7][C:3]=1[C:4]([OH:6])=O.Cl.C(N=C=NCCCN(C)C)C.O.O[N:37]1[C:41]2C=CC=C[C:40]=2[N:39]=N1.NCCNC(=O)OC(C)(C)C, predict the reaction product. The product is: [ClH:1].[NH2:37][CH2:41][CH2:40][NH:39][C:4]([C:3]1[CH:7]=[CH:8][C:9]([O:11][C@@H:12]2[CH2:13][CH2:14][C@H:15]([C:18]([O:20][CH2:21][CH3:22])=[O:19])[CH2:16][CH2:17]2)=[CH:10][C:2]=1[Cl:1])=[O:6]. (6) Given the reactants C(O[C:6](=[O:34])[NH:7][C@H:8]1[CH2:13][CH2:12][C@@H:11]([N:14]2[C:19](=[O:20])[C:18]3[CH:21]=[C:22]([F:25])[CH:23]=[N:24][C:17]=3[N:16]([CH:26]3[CH2:31][CH2:30][N:29]([CH3:32])[CH2:28][CH2:27]3)[C:15]2=[O:33])[CH2:10][CH2:9]1)(C)(C)C.Cl.O1CCOCC1.[F:42][C:43]1[CH:44]=[CH:45][C:46]2[N:47]([CH:49]=[C:50](C(O)=O)[N:51]=2)[CH:48]=1.C(N(CC)C(C)C)(C)C, predict the reaction product. The product is: [F:42][C:43]1[CH:44]=[CH:45][C:46]2[N:47]([CH:49]=[C:50]([C:6]([NH:7][C@H:8]3[CH2:13][CH2:12][C@@H:11]([N:14]4[C:19](=[O:20])[C:18]5[CH:21]=[C:22]([F:25])[CH:23]=[N:24][C:17]=5[N:16]([CH:26]5[CH2:31][CH2:30][N:29]([CH3:32])[CH2:28][CH2:27]5)[C:15]4=[O:33])[CH2:10][CH2:9]3)=[O:34])[N:51]=2)[CH:48]=1. (7) Given the reactants [N:1]1[C:10]2[C:5](=[CH:6][C:7]([CH2:11][N:12]3[C:16]4=[N:17][C:18]([C:21]5[CH:29]=[CH:28][C:24]([C:25](O)=[O:26])=[CH:23][CH:22]=5)=[CH:19][CH:20]=[C:15]4[N:14]=[N:13]3)=[CH:8][CH:9]=2)[CH:4]=[CH:3][CH:2]=1.C1C=CC2N(O)N=NC=2C=1.CCN=C=NCCCN(C)C.Cl.C(N(CC)CC)C.[N:59]1([CH2:65][CH2:66][OH:67])[CH2:64][CH2:63][NH:62][CH2:61][CH2:60]1, predict the reaction product. The product is: [OH:67][CH2:66][CH2:65][N:59]1[CH2:64][CH2:63][N:62]([C:25]([C:24]2[CH:23]=[CH:22][C:21]([C:18]3[N:17]=[C:16]4[N:12]([CH2:11][C:7]5[CH:6]=[C:5]6[C:10](=[CH:9][CH:8]=5)[N:1]=[CH:2][CH:3]=[CH:4]6)[N:13]=[N:14][C:15]4=[CH:20][CH:19]=3)=[CH:29][CH:28]=2)=[O:26])[CH2:61][CH2:60]1.